This data is from Full USPTO retrosynthesis dataset with 1.9M reactions from patents (1976-2016). The task is: Predict the reactants needed to synthesize the given product. (1) The reactants are: [O:1]1[CH2:7][CH2:6][C:5](=[O:8])[NH:4][CH2:3][CH2:2]1.S(OC)(O[CH3:13])(=O)=O.C(=O)([O-])[O-].[K+].[K+]. Given the product [CH3:13][O:8][C:5]1=[N:4][CH2:3][CH2:2][O:1][CH2:7][CH2:6]1, predict the reactants needed to synthesize it. (2) The reactants are: [C:1]([O:5][C:6](=[O:20])[NH:7][CH2:8][CH2:9][N:10]1[C:18]2[C:17](Cl)=[N:16][CH:15]=[N:14][C:13]=2[CH:12]=[CH:11]1)([CH3:4])([CH3:3])[CH3:2].[CH3:21][C:22]1[CH:23]=[C:24]([CH:26]=[CH:27][C:28]=1[O:29][C:30]1[CH:35]=[CH:34][CH:33]=[C:32]([O:36][C:37]([F:40])([F:39])[F:38])[CH:31]=1)[NH2:25]. Given the product [CH3:21][C:22]1[CH:23]=[C:24]([NH:25][C:17]2[C:18]3[N:10]([CH2:9][CH2:8][NH:7][C:6](=[O:20])[O:5][C:1]([CH3:4])([CH3:3])[CH3:2])[CH:11]=[CH:12][C:13]=3[N:14]=[CH:15][N:16]=2)[CH:26]=[CH:27][C:28]=1[O:29][C:30]1[CH:35]=[CH:34][CH:33]=[C:32]([O:36][C:37]([F:38])([F:39])[F:40])[CH:31]=1, predict the reactants needed to synthesize it. (3) Given the product [CH3:1][S:2][C:3]1[CH:8]=[C:7]([CH2:9][CH2:10][C:11]([OH:13])=[O:12])[CH:6]=[C:5]([C:18]2[S:19][C:20]3[CH:28]=[CH:27][CH:26]=[CH:25][C:21]=3[C:22](=[O:24])[N:23]=2)[N:4]=1, predict the reactants needed to synthesize it. The reactants are: [CH3:1][S:2][C:3]1[CH:8]=[C:7]([CH2:9][CH2:10][C:11]([O:13]C(C)(C)C)=[O:12])[CH:6]=[C:5]([C:18]2[S:19][C:20]3[CH:28]=[CH:27][CH:26]=[CH:25][C:21]=3[C:22](=[O:24])[N:23]=2)[N:4]=1.C(OC(C)C)(C)C. (4) Given the product [Cl:51][CH:10]([C:8]1[CH:9]=[C:4]([O:3][CH2:1][CH3:2])[CH:5]=[C:6]([O:43][CH:44]([CH3:46])[CH3:45])[C:7]=1[F:42])[C:12]1[N:13]([C:23]([C:36]2[CH:41]=[CH:40][CH:39]=[CH:38][CH:37]=2)([C:30]2[CH:35]=[CH:34][CH:33]=[CH:32][CH:31]=2)[C:24]2[CH:29]=[CH:28][CH:27]=[CH:26][CH:25]=2)[CH:14]=[C:15]([C:17]2[CH:22]=[CH:21][CH:20]=[CH:19][CH:18]=2)[N:16]=1, predict the reactants needed to synthesize it. The reactants are: [CH2:1]([O:3][C:4]1[CH:5]=[C:6]([O:43][CH:44]([CH3:46])[CH3:45])[C:7]([F:42])=[C:8]([CH:10]([C:12]2[N:13]([C:23]([C:36]3[CH:41]=[CH:40][CH:39]=[CH:38][CH:37]=3)([C:30]3[CH:35]=[CH:34][CH:33]=[CH:32][CH:31]=3)[C:24]3[CH:29]=[CH:28][CH:27]=[CH:26][CH:25]=3)[CH:14]=[C:15]([C:17]3[CH:22]=[CH:21][CH:20]=[CH:19][CH:18]=3)[N:16]=2)O)[CH:9]=1)[CH3:2].CS([Cl:51])(=O)=O.